This data is from Reaction yield outcomes from USPTO patents with 853,638 reactions. The task is: Predict the reaction yield, written as a fraction of the theoretical maximum amount of product (1.0 means a 100% yield; for example, 0.34 means a 34% yield). (1) The reactants are [Cl:1][C:2]1[CH:7]=[CH:6][C:5]([N+:8]([O-])=O)=[CH:4][C:3]=1[OH:11].[Cl-].[NH4+]. The catalyst is C(O)C.O.[Fe]. The product is [NH2:8][C:5]1[CH:6]=[CH:7][C:2]([Cl:1])=[C:3]([OH:11])[CH:4]=1. The yield is 0.960. (2) The reactants are [F:1][C:2]1[CH:3]=[C:4]([OH:11])[CH:5]=[CH:6][C:7]=1[N+:8]([O-:10])=[O:9].[F:12][C:13]([F:26])([F:25])[S:14](O[S:14]([C:13]([F:26])([F:25])[F:12])(=[O:16])=[O:15])(=[O:16])=[O:15].C(N(CC)CC)C. The catalyst is C(Cl)Cl. The product is [F:1][C:2]1[CH:3]=[C:4]([O:11][S:14]([C:13]([F:26])([F:25])[F:12])(=[O:16])=[O:15])[CH:5]=[CH:6][C:7]=1[N+:8]([O-:10])=[O:9]. The yield is 0.560. (3) The reactants are Br[C:2]1[CH:3]=[C:4]([C:8]2([C:21]3[CH:26]=[CH:25][CH:24]=[CH:23][CH:22]=3)[C:20]3[CH:19]=[CH:18][CH:17]=[CH:16][C:15]=3[C:14]3[C:9]2=[CH:10][CH:11]=[CH:12][CH:13]=3)[CH:5]=[CH:6][CH:7]=1.CC(C)([O-])C.[Na+].[NH2:33][C:34]1[CH:39]=[CH:38][CH:37]=[C:36]([CH3:40])[CH:35]=1.C(P(C(C)(C)C)C(C)(C)C)(C)(C)C. The catalyst is C1C=CC(/C=C/C(/C=C/C2C=CC=CC=2)=O)=CC=1.C1C=CC(/C=C/C(/C=C/C2C=CC=CC=2)=O)=CC=1.[Pd].CCCCCC.C1(C)C=CC=CC=1. The product is [CH3:40][C:36]1[CH:35]=[C:34]([NH:33][C:25]2[CH:24]=[CH:23][CH:22]=[C:21]([C:8]3([C:4]4[CH:5]=[CH:6][CH:7]=[CH:2][CH:3]=4)[C:9]4[CH:10]=[CH:11][CH:12]=[CH:13][C:14]=4[C:15]4[C:20]3=[CH:19][CH:18]=[CH:17][CH:16]=4)[CH:26]=2)[CH:39]=[CH:38][CH:37]=1. The yield is 0.820. (4) The reactants are FC(F)(F)C(O)=O.[NH2:8][C@@H:9]1[C:17]2[C:12](=[CH:13][CH:14]=[CH:15][CH:16]=2)[CH2:11][C@H:10]1[NH:18][C:19]([C:21]1[NH:25][C:24]2[C:26]([Cl:30])=[C:27]([Cl:29])[S:28][C:23]=2[CH:22]=1)=[O:20].CCN(CC)CC.[CH3:38][S:39](Cl)(=[O:41])=[O:40].C([O-])(O)=O.[Na+]. The catalyst is C1COCC1. The product is [Cl:29][C:27]1[S:28][C:23]2[CH:22]=[C:21]([C:19]([NH:18][C@@H:10]3[CH2:11][C:12]4[C:17](=[CH:16][CH:15]=[CH:14][CH:13]=4)[C@H:9]3[NH:8][S:39]([CH3:38])(=[O:41])=[O:40])=[O:20])[NH:25][C:24]=2[C:26]=1[Cl:30]. The yield is 0.150. (5) The catalyst is CN1CCCC1=O.O. The reactants are [CH3:1][N:2]1[CH2:15][CH2:14][C:5]2[NH:6][C:7]3[CH:8]=[CH:9][C:10]([CH3:13])=[CH:11][C:12]=3[C:4]=2[CH2:3]1.[OH-].[K+].[CH:18]([C:20]1[CH:21]=[N:22][CH:23]=[N:24][CH:25]=1)=[CH2:19]. The yield is 0.326. The product is [CH3:1][N:2]1[CH2:15][CH2:14][C:5]2[N:6]([CH2:19][CH2:18][C:20]3[CH:21]=[N:22][CH:23]=[N:24][CH:25]=3)[C:7]3[CH:8]=[CH:9][C:10]([CH3:13])=[CH:11][C:12]=3[C:4]=2[CH2:3]1. (6) The reactants are [Cl:1][CH2:2][CH2:3][C:4]([N:6]([CH2:13][C:14]([NH:16][CH2:17][CH3:18])=O)[C:7]1[CH:12]=[CH:11][CH:10]=[CH:9][CH:8]=1)=O.B.C1COCC1.Cl.B. The catalyst is C1COCC1.CO. The product is [Cl:1][CH2:2][CH2:3][CH2:4][N:6]([CH2:13][CH2:14][NH:16][CH2:17][CH3:18])[C:7]1[CH:12]=[CH:11][CH:10]=[CH:9][CH:8]=1. The yield is 0.720. (7) The reactants are [CH3:1][O:2][C:3]1[CH:9]=[CH:8][C:6]([NH2:7])=[C:5]([CH3:10])[CH:4]=1.[C:11](O)(=O)[CH2:12][C:13](O)=O.O.[Cl-:19].[Cl-:20].[Cl-].[P+3]=O. No catalyst specified. The product is [Cl:19][C:13]1[CH:12]=[C:11]([Cl:20])[C:8]2[C:6](=[C:5]([CH3:10])[CH:4]=[C:3]([O:2][CH3:1])[CH:9]=2)[N:7]=1. The yield is 0.430.